Dataset: NCI-60 drug combinations with 297,098 pairs across 59 cell lines. Task: Regression. Given two drug SMILES strings and cell line genomic features, predict the synergy score measuring deviation from expected non-interaction effect. (1) Drug 1: C1CCC(CC1)NC(=O)N(CCCl)N=O. Drug 2: CC(C)CN1C=NC2=C1C3=CC=CC=C3N=C2N. Cell line: DU-145. Synergy scores: CSS=8.09, Synergy_ZIP=-0.494, Synergy_Bliss=4.37, Synergy_Loewe=3.44, Synergy_HSA=2.89. (2) Drug 2: CC1C(C(CC(O1)OC2CC(CC3=C2C(=C4C(=C3O)C(=O)C5=CC=CC=C5C4=O)O)(C(=O)C)O)N)O. Drug 1: CCCCCOC(=O)NC1=NC(=O)N(C=C1F)C2C(C(C(O2)C)O)O. Cell line: SNB-75. Synergy scores: CSS=39.4, Synergy_ZIP=-1.01, Synergy_Bliss=-3.71, Synergy_Loewe=-47.8, Synergy_HSA=-1.37. (3) Drug 1: CNC(=O)C1=CC=CC=C1SC2=CC3=C(C=C2)C(=NN3)C=CC4=CC=CC=N4. Drug 2: CC12CCC3C(C1CCC2OP(=O)(O)O)CCC4=C3C=CC(=C4)OC(=O)N(CCCl)CCCl.[Na+]. Cell line: U251. Synergy scores: CSS=9.15, Synergy_ZIP=-6.22, Synergy_Bliss=-5.93, Synergy_Loewe=-19.7, Synergy_HSA=-3.45.